From a dataset of Reaction yield outcomes from USPTO patents with 853,638 reactions. Predict the reaction yield, written as a fraction of the theoretical maximum amount of product (1.0 means a 100% yield; for example, 0.34 means a 34% yield). (1) The reactants are [CH3:1][O:2][C:3]1[CH:8]=[CH:7][CH:6]=[CH:5][N:4]=1.C1C(=O)N([Br:16])C(=O)C1. The catalyst is C(#N)C. The product is [Br:16][C:6]1[CH:7]=[CH:8][C:3]([O:2][CH3:1])=[N:4][CH:5]=1. The yield is 0.840. (2) The reactants are Cl.C(OC(=O)[NH:8][CH:9]([C:12](=[O:29])[NH:13][C:14]1[S:15][C:16]([CH:19]([CH3:28])[CH2:20]CCC(OC)(C)C)=[CH:17][N:18]=1)[CH2:10]C)(C)(C)C. The catalyst is O1CCOCC1. The product is [NH2:8][CH:9]([CH3:10])[C:12]([NH:13][C:14]1[S:15][C:16]([CH:19]([CH3:28])[CH3:20])=[CH:17][N:18]=1)=[O:29]. The yield is 0.980. (3) The reactants are [Cl:1][C:2]1[CH:3]=[C:4]([CH:8]([NH:10][C:11]2[CH:16]=[C:15](F)[CH:14]=[CH:13][C:12]=2[N+:18]([O-:20])=[O:19])[CH3:9])[CH:5]=[CH:6][CH:7]=1.[N:21]1([C:27]([O:29][C:30]([CH3:33])([CH3:32])[CH3:31])=[O:28])[CH2:26][CH2:25][NH:24][CH2:23][CH2:22]1.C(N(CC)C(C)C)(C)C. The catalyst is C(#N)C. The product is [Cl:1][C:2]1[CH:3]=[C:4]([CH:8]([NH:10][C:11]2[CH:16]=[C:15]([N:24]3[CH2:23][CH2:22][N:21]([C:27]([O:29][C:30]([CH3:33])([CH3:32])[CH3:31])=[O:28])[CH2:26][CH2:25]3)[CH:14]=[CH:13][C:12]=2[N+:18]([O-:20])=[O:19])[CH3:9])[CH:5]=[CH:6][CH:7]=1. The yield is 0.120.